From a dataset of Catalyst prediction with 721,799 reactions and 888 catalyst types from USPTO. Predict which catalyst facilitates the given reaction. (1) Reactant: [C-:1]#[N:2].[Na+].Cl[CH2:5][C:6]1[CH:11]=[C:10]([O:12][CH3:13])[C:9]([O:14][CH3:15])=[CH:8][C:7]=1[CH2:16][CH2:17][NH:18][C:19](=[O:24])[C:20]([F:23])([F:22])[F:21].O. Product: [C:1]([CH2:5][C:6]1[CH:11]=[C:10]([O:12][CH3:13])[C:9]([O:14][CH3:15])=[CH:8][C:7]=1[CH2:16][CH2:17][NH:18][C:19](=[O:24])[C:20]([F:23])([F:22])[F:21])#[N:2]. The catalyst class is: 16. (2) Reactant: [Na].[C:2]1([S:8](O)(=[O:10])=[O:9])[CH:7]=[CH:6][CH:5]=[CH:4][CH:3]=1.[C:12]1(=[O:18])[CH2:17][CH2:16][CH2:15][CH:14]=[CH:13]1.Cl. Product: [C:2]1([S:8]([CH:14]2[CH2:15][CH2:16][CH2:17][C:12](=[O:18])[CH2:13]2)(=[O:10])=[O:9])[CH:7]=[CH:6][CH:5]=[CH:4][CH:3]=1. The catalyst class is: 6. (3) Reactant: [Br:1][C:2]1[CH:3]=[C:4]2[C:8](=[CH:9][CH:10]=1)[NH:7][N:6]=[C:5]2[NH2:11].[C:20](O[C:20]([O:22][C:23]([CH3:26])([CH3:25])[CH3:24])=[O:21])([O:22][C:23]([CH3:26])([CH3:25])[CH3:24])=[O:21]. Product: [C:23]([O:22][C:20]([N:11]([C:20]([O:22][C:23]([CH3:24])([CH3:25])[CH3:26])=[O:21])[C:5]1[C:4]2[C:8](=[CH:9][CH:10]=[C:2]([Br:1])[CH:3]=2)[N:7]([C:20]([O:22][C:23]([CH3:26])([CH3:25])[CH3:24])=[O:21])[N:6]=1)=[O:21])([CH3:26])([CH3:25])[CH3:24]. The catalyst class is: 453. (4) Reactant: [N:1]([CH:4]([C:6]1[N:7]=[C:8]2[S:20][CH:19]=[C:18]([CH3:21])[N:9]2[C:10](=[O:17])[C:11]=1[C:12]1[S:13][CH:14]=[CH:15][N:16]=1)[CH3:5])=[N+]=[N-].CP(C)C.C(OCC)(=O)C. Product: [NH2:1][CH:4]([C:6]1[N:7]=[C:8]2[S:20][CH:19]=[C:18]([CH3:21])[N:9]2[C:10](=[O:17])[C:11]=1[C:12]1[S:13][CH:14]=[CH:15][N:16]=1)[CH3:5]. The catalyst class is: 30. (5) Reactant: [CH3:1][O:2][C:3]1[CH:4]=[C:5]([C:13]2[O:21][C:20]3[C:15](=[N:16][CH:17]=[CH:18][C:19]=3[C:22]3[CH:23]=[C:24]([CH:27]=[CH:28][CH:29]=3)[CH2:25][NH2:26])[CH:14]=2)[CH:6]=[C:7]([O:11][CH3:12])[C:8]=1[O:9][CH3:10].[C:30](OC(=O)C)(=[O:32])[CH3:31].O. Product: [CH3:1][O:2][C:3]1[CH:4]=[C:5]([C:13]2[O:21][C:20]3[C:15](=[N:16][CH:17]=[CH:18][C:19]=3[C:22]3[CH:23]=[C:24]([CH2:25][NH:26][C:30](=[O:32])[CH3:31])[CH:27]=[CH:28][CH:29]=3)[CH:14]=2)[CH:6]=[C:7]([O:11][CH3:12])[C:8]=1[O:9][CH3:10]. The catalyst class is: 15. (6) Reactant: [OH-].[Na+].[Br:3][CH2:4][CH2:5][CH2:6][CH2:7][O:8][C:9]1[CH:14]=[CH:13][C:12]([CH2:15][CH2:16][C:17]([O:19]CC)=[O:18])=[C:11]([OH:22])[CH:10]=1. Product: [Br:3][CH2:4][CH2:5][CH2:6][CH2:7][O:8][C:9]1[CH:14]=[CH:13][C:12]([CH2:15][CH2:16][C:17]([OH:19])=[O:18])=[C:11]([OH:22])[CH:10]=1. The catalyst class is: 7.